This data is from Forward reaction prediction with 1.9M reactions from USPTO patents (1976-2016). The task is: Predict the product of the given reaction. (1) Given the reactants [H-].[Al+3].[Li+].[H-].[H-].[H-].C[O:8][C:9](=O)/[CH:10]=[CH:11]/[C:12]1[CH:17]=[CH:16][C:15]([O:18][CH3:19])=[C:14]([NH2:20])[CH:13]=1, predict the reaction product. The product is: [NH2:20][C:14]1[CH:13]=[C:12](/[CH:11]=[CH:10]/[CH2:9][OH:8])[CH:17]=[CH:16][C:15]=1[O:18][CH3:19]. (2) The product is: [CH:13]1([C:16]([NH:1][C:2]2[O:10][C:5]3[CH2:6][O:7][CH2:8][CH2:9][C:4]=3[C:3]=2[C:11]#[N:12])=[O:17])[CH2:15][CH2:14]1. Given the reactants [NH2:1][C:2]1[O:10][C:5]2[CH2:6][O:7][CH2:8][CH2:9][C:4]=2[C:3]=1[C:11]#[N:12].[CH:13]1([C:16](Cl)=[O:17])[CH2:15][CH2:14]1.C(N(C(C)C)CC)(C)C, predict the reaction product. (3) Given the reactants [Si:1]([O:8][C@@H:9]1[C@H:13]([CH2:14][O:15][Si:16]([C:19]([CH3:22])([CH3:21])[CH3:20])([CH3:18])[CH3:17])[CH2:12][C@@H:11]([O:23][C:24]2[CH:29]=[C:28](Cl)[N:27]=[CH:26][N:25]=2)[CH2:10]1)([C:4]([CH3:7])([CH3:6])[CH3:5])([CH3:3])[CH3:2].C(=O)([O-])[O-].[Na+].[Na+], predict the reaction product. The product is: [Si:1]([O:8][C@@H:9]1[C@H:13]([CH2:14][O:15][Si:16]([C:19]([CH3:20])([CH3:21])[CH3:22])([CH3:18])[CH3:17])[CH2:12][C@@H:11]([O:23][C:24]2[CH:29]=[CH:28][N:27]=[CH:26][N:25]=2)[CH2:10]1)([C:4]([CH3:5])([CH3:6])[CH3:7])([CH3:2])[CH3:3]. (4) Given the reactants Cl[C:2]1[N:7]=[CH:6][N:5]=[C:4]([NH:8][C:9]2[CH:10]=[N:11][N:12]([CH2:14][C@H:15]3[O:20][CH2:19][CH2:18][N:17]([C:21]([O:23][C:24]([CH3:27])([CH3:26])[CH3:25])=[O:22])[CH2:16]3)[CH:13]=2)[N:3]=1.C(N(C(C)C)CC)(C)C.[Br:37][C:38]1[CH:39]=[N:40][C:41]([N:44]2[CH2:49][CH2:48][NH:47][CH2:46][CH2:45]2)=[N:42][CH:43]=1, predict the reaction product. The product is: [Br:37][C:38]1[CH:39]=[N:40][C:41]([N:44]2[CH2:45][CH2:46][N:47]([C:2]3[N:7]=[CH:6][N:5]=[C:4]([NH:8][C:9]4[CH:10]=[N:11][N:12]([CH2:14][C@H:15]5[O:20][CH2:19][CH2:18][N:17]([C:21]([O:23][C:24]([CH3:27])([CH3:26])[CH3:25])=[O:22])[CH2:16]5)[CH:13]=4)[N:3]=3)[CH2:48][CH2:49]2)=[N:42][CH:43]=1.